Dataset: Catalyst prediction with 721,799 reactions and 888 catalyst types from USPTO. Task: Predict which catalyst facilitates the given reaction. (1) Reactant: [CH3:1][O:2][C:3]1[CH:4]=[C:5]([CH2:12][C:13]([OH:15])=[O:14])[CH:6]=[CH:7][C:8]=1[N+:9]([O-])=O. Product: [NH2:9][C:8]1[CH:7]=[CH:6][C:5]([CH2:12][C:13]([OH:15])=[O:14])=[CH:4][C:3]=1[O:2][CH3:1]. The catalyst class is: 99. (2) Reactant: [F:1][C:2]1[CH:7]=[CH:6][C:5]([CH2:8][CH2:9][C:10]2([CH:18]([CH3:20])[CH3:19])[O:15][C:14](=[O:16])[CH:13]=[C:12]([OH:17])[CH2:11]2)=[CH:4][CH:3]=1.[CH:21]([C:24]1[C:25]([S:33]S(C2C=CC(C)=CC=2)(=O)=O)=[CH:26][C:27]2[S:31][CH:30]=[N:29][C:28]=2[CH:32]=1)([CH3:23])[CH3:22].CCN(CC)CC. Product: [F:1][C:2]1[CH:3]=[CH:4][C:5]([CH2:8][CH2:9][C:10]2([CH:18]([CH3:20])[CH3:19])[O:15][C:14](=[O:16])[C:13]([S:33][C:25]3[C:24]([CH:21]([CH3:23])[CH3:22])=[CH:32][C:28]4[N:29]=[CH:30][S:31][C:27]=4[CH:26]=3)=[C:12]([OH:17])[CH2:11]2)=[CH:6][CH:7]=1. The catalyst class is: 10. (3) Reactant: [C:1]1([C:7]2[CH:17]=[C:10]3[NH:11][C:12](=[S:16])[NH:13][C:14](=[O:15])[N:9]3[N:8]=2)[CH:6]=[CH:5][CH:4]=[CH:3][CH:2]=1.[OH-].[Na+].I[CH3:21]. Product: [CH3:21][S:16][C:12]1[NH:13][C:14](=[O:15])[N:9]2[N:8]=[C:7]([C:1]3[CH:2]=[CH:3][CH:4]=[CH:5][CH:6]=3)[CH:17]=[C:10]2[N:11]=1. The catalyst class is: 8. (4) Reactant: [F:1][C:2]1[C:3]([O:29][CH2:30][O:31][CH3:32])=[C:4]([C:25]([F:28])=[CH:26][CH:27]=1)[C:5]([NH:7]/[C:8](/[CH3:24])=[C:9](\[C:12]([NH:14][CH2:15][CH2:16][C:17]1[CH:22]=[CH:21][CH:20]=[C:19](F)[CH:18]=1)=[O:13])/[CH2:10][CH3:11])=O.[OH-].[K+].Cl. Product: [F:1][C:2]1[C:3]([O:29][CH2:30][O:31][CH3:32])=[C:4]([C:5]2[N:14]([CH2:15][CH2:16][C:17]3[CH:22]=[CH:21][CH:20]=[CH:19][CH:18]=3)[C:12](=[O:13])[C:9]([CH2:10][CH3:11])=[C:8]([CH3:24])[N:7]=2)[C:25]([F:28])=[CH:26][CH:27]=1. The catalyst class is: 8. (5) Reactant: F[C:2]1[CH:7]=[CH:6][C:5]([S:8]([CH2:11][CH2:12][C:13]([F:16])([F:15])[F:14])(=[O:10])=[O:9])=[CH:4][C:3]=1[F:17].[NH:18]1[CH2:23][CH2:22][NH:21][CH2:20][CH2:19]1. Product: [F:17][C:3]1[CH:4]=[C:5]([S:8]([CH2:11][CH2:12][C:13]([F:16])([F:15])[F:14])(=[O:10])=[O:9])[CH:6]=[CH:7][C:2]=1[N:18]1[CH2:23][CH2:22][NH:21][CH2:20][CH2:19]1. The catalyst class is: 80. (6) The catalyst class is: 11. Reactant: [Br:1][C:2]1[CH:6]=[N:5][N:4]([CH3:7])[C:3]=1C(O)=O.C([N:13]([CH2:16]C)CC)C.C1(P(N=[N+]=[N-])(C2C=CC=CC=2)=[O:25])C=CC=CC=1.[C:35]([OH:39])([CH3:38])([CH3:37])[CH3:36]. Product: [C:35]([O:39][C:16](=[O:25])[NH:13][C:3]1[N:4]([CH3:7])[N:5]=[CH:6][C:2]=1[Br:1])([CH3:38])([CH3:37])[CH3:36]. (7) Reactant: [ClH:1].[CH:2]([NH:5][S:6]([C:9]1[CH:14]=[CH:13][C:12]([C:15]2[CH:20]=[CH:19][C:18]([CH2:21][C@H:22]([NH:36][C:37]([C@H:39]3[CH2:44][CH2:43][C@H:42]([CH2:45][NH:46]C(=O)OC(C)(C)C)[CH2:41][CH2:40]3)=[O:38])[C:23](=[O:35])[NH:24][C:25]3[CH:33]=[C:32]4[C:28]([C:29](=[O:34])[NH:30][NH:31]4)=[CH:27][CH:26]=3)=[CH:17][CH:16]=2)=[C:11]([CH3:54])[CH:10]=1)(=[O:8])=[O:7])([CH3:4])[CH3:3]. Product: [ClH:1].[NH2:46][CH2:45][C@H:42]1[CH2:43][CH2:44][C@H:39]([C:37]([NH:36][C@@H:22]([CH2:21][C:18]2[CH:17]=[CH:16][C:15]([C:12]3[CH:13]=[CH:14][C:9]([S:6](=[O:7])(=[O:8])[NH:5][CH:2]([CH3:4])[CH3:3])=[CH:10][C:11]=3[CH3:54])=[CH:20][CH:19]=2)[C:23](=[O:35])[NH:24][C:25]2[CH:33]=[C:32]3[C:28]([C:29](=[O:34])[NH:30][NH:31]3)=[CH:27][CH:26]=2)=[O:38])[CH2:40][CH2:41]1. The catalyst class is: 346.